Dataset: Catalyst prediction with 721,799 reactions and 888 catalyst types from USPTO. Task: Predict which catalyst facilitates the given reaction. (1) Reactant: [Br:1][CH2:2][CH2:3]Br.C(=O)([O-])[O-].[K+].[K+].[OH:11][C:12]1[CH:21]=[CH:20][C:15]([C:16]([O:18][CH3:19])=[O:17])=[CH:14][CH:13]=1. Product: [Br:1][CH2:2][CH2:3][O:11][C:12]1[CH:13]=[CH:14][C:15]([C:16]([O:18][CH3:19])=[O:17])=[CH:20][CH:21]=1. The catalyst class is: 9. (2) Reactant: [H-].[Al+3].[Li+].[H-].[H-].[H-].C1COCC1.[CH:12]1([O:15][C:16]2[CH:23]=[C:22]([F:24])[CH:21]=[CH:20][C:17]=2[C:18]#[N:19])[CH2:14][CH2:13]1. Product: [CH:12]1([O:15][C:16]2[CH:23]=[C:22]([F:24])[CH:21]=[CH:20][C:17]=2[CH2:18][NH2:19])[CH2:14][CH2:13]1. The catalyst class is: 27.